The task is: Predict which catalyst facilitates the given reaction.. This data is from Catalyst prediction with 721,799 reactions and 888 catalyst types from USPTO. (1) Reactant: [CH3:1][O:2][C:3]1[CH:4]=[C:5]([NH:11][C:12]([C:14]2[CH:41]=[CH:40][C:17]3[N:18]=[C:19]([N:21]4[CH2:26][CH2:25][N:24]([C:27](=[O:39])[C@@H:28]([NH:31]C(=O)OC(C)(C)C)[CH2:29][CH3:30])[CH2:23][CH2:22]4)[S:20][C:16]=3[CH:15]=2)=[O:13])[CH:6]=[CH:7][C:8]=1[O:9][CH3:10].[ClH:42]. Product: [ClH:42].[NH2:31][C@@H:28]([CH2:29][CH3:30])[C:27]([N:24]1[CH2:25][CH2:26][N:21]([C:19]2[S:20][C:16]3[CH:15]=[C:14]([C:12]([NH:11][C:5]4[CH:6]=[CH:7][C:8]([O:9][CH3:10])=[C:3]([O:2][CH3:1])[CH:4]=4)=[O:13])[CH:41]=[CH:40][C:17]=3[N:18]=2)[CH2:22][CH2:23]1)=[O:39]. The catalyst class is: 12. (2) Reactant: [CH:1]([O:4][C:5]1[C:10]([O:11][CH3:12])=[CH:9][C:8]([C:13]2[CH:57]=[CH:56][C:16]([C:17]([N:19]3[CH2:24][CH2:23][N:22]([CH2:25][CH2:26][CH2:27][N:28]4[CH2:33][CH2:32][N:31]([C:34](=[O:55])[C:35]5[CH:40]=[CH:39][C:38]([C:41]6[CH:46]=[C:45]([O:47][CH3:48])[C:44]([O:49][CH:50]([CH3:52])[CH3:51])=[C:43]([O:53][CH3:54])[CH:42]=6)=[CH:37][CH:36]=5)[CH2:30][CH2:29]4)[CH2:21][CH2:20]3)=[O:18])=[CH:15][CH:14]=2)=[CH:7][C:6]=1[O:58][CH3:59])([CH3:3])[CH3:2].[CH3:60][S:61]([OH:64])(=[O:63])=[O:62].COC(C)(C)C. Product: [CH3:60][S:61]([OH:64])(=[O:63])=[O:62].[CH3:60][S:61]([OH:64])(=[O:63])=[O:62].[CH:50]([O:49][C:44]1[C:45]([O:47][CH3:48])=[CH:46][C:41]([C:38]2[CH:39]=[CH:40][C:35]([C:34]([N:31]3[CH2:32][CH2:33][N:28]([CH2:27][CH2:26][CH2:25][N:22]4[CH2:23][CH2:24][N:19]([C:17](=[O:18])[C:16]5[CH:15]=[CH:14][C:13]([C:8]6[CH:7]=[C:6]([O:58][CH3:59])[C:5]([O:4][CH:1]([CH3:2])[CH3:3])=[C:10]([O:11][CH3:12])[CH:9]=6)=[CH:57][CH:56]=5)[CH2:20][CH2:21]4)[CH2:29][CH2:30]3)=[O:55])=[CH:36][CH:37]=2)=[CH:42][C:43]=1[O:53][CH3:54])([CH3:51])[CH3:52]. The catalyst class is: 32. (3) Reactant: [O:1]=[C:2]([NH:17][C@@H:18]1[CH2:22][CH2:21][NH:20][CH2:19]1)[CH2:3][NH:4][C:5](=[O:16])[C:6]1[CH:11]=[CH:10][CH:9]=[C:8]([C:12]([F:15])([F:14])[F:13])[CH:7]=1.Br[CH:24]1[CH2:29][CH2:28][O:27][CH:26]([C:30]2[CH:35]=[CH:34][CH:33]=[CH:32][CH:31]=2)[CH2:25]1.C(=O)([O-])[O-].[Cs+].[Cs+].C([O-])(O)=O.[Na+]. The catalyst class is: 174. Product: [O:1]=[C:2]([NH:17][C@@H:18]1[CH2:22][CH2:21][N:20]([CH:24]2[CH2:29][CH2:28][O:27][CH:26]([C:30]3[CH:35]=[CH:34][CH:33]=[CH:32][CH:31]=3)[CH2:25]2)[CH2:19]1)[CH2:3][NH:4][C:5](=[O:16])[C:6]1[CH:11]=[CH:10][CH:9]=[C:8]([C:12]([F:14])([F:15])[F:13])[CH:7]=1. (4) Reactant: [Cl:1][C:2]1[S:6][C:5]([C:7]2[N:8]([CH2:13][CH2:14][O:15][CH3:16])[C:9](=[O:12])[NH:10][N:11]=2)=[CH:4][CH:3]=1.C(=O)([O-])[O-].[K+].[K+].Cl[CH2:24][C:25]([O:27][CH2:28][CH3:29])=[O:26]. Product: [Cl:1][C:2]1[S:6][C:5]([C:7]2[N:8]([CH2:13][CH2:14][O:15][CH3:16])[C:9](=[O:12])[N:10]([CH2:24][C:25]([O:27][CH2:28][CH3:29])=[O:26])[N:11]=2)=[CH:4][CH:3]=1. The catalyst class is: 10. (5) Reactant: C([N:4]1[CH:23]([C:24]2[CH:25]=[C:26]3[C:31](=[CH:32][CH:33]=2)[C:30](=[O:34])[O:29][C@H:28]([CH3:35])[CH2:27]3)[CH2:22][N:7]2[CH2:8][CH2:9][N:10]([C:12]([O:14][CH2:15][C:16]3[CH:21]=[CH:20][CH:19]=[CH:18][CH:17]=3)=[O:13])[CH2:11][C@H:6]2[CH2:5]1)C=C.CN1C(=O)CC(=O)N(C)C1=O.[C:55](O[C:55]([O:57][C:58]([CH3:61])([CH3:60])[CH3:59])=[O:56])([O:57][C:58]([CH3:61])([CH3:60])[CH3:59])=[O:56].C(N(CC)CC)C. The catalyst class is: 532. Product: [CH3:35][C@@H:28]1[CH2:27][C:26]2[C:31](=[CH:32][CH:33]=[C:24]([C@H:23]3[CH2:22][N:7]4[CH2:8][CH2:9][N:10]([C:12]([O:14][CH2:15][C:16]5[CH:17]=[CH:18][CH:19]=[CH:20][CH:21]=5)=[O:13])[CH2:11][C@H:6]4[CH2:5][N:4]3[C:55]([O:57][C:58]([CH3:59])([CH3:60])[CH3:61])=[O:56])[CH:25]=2)[C:30](=[O:34])[O:29]1.